This data is from Reaction yield outcomes from USPTO patents with 853,638 reactions. The task is: Predict the reaction yield, written as a fraction of the theoretical maximum amount of product (1.0 means a 100% yield; for example, 0.34 means a 34% yield). The reactants are [F:1][C:2]1[CH:3]=[C:4]([CH:28]=[CH:29][CH:30]=1)[CH2:5][N:6]1[CH2:11][CH2:10][CH:9]([CH2:12][O:13][C:14]2[C:23]([CH:24]3[CH2:26][CH2:25]3)=[CH:22][C:17]([C:18]([O:20]C)=[O:19])=[C:16]([F:27])[CH:15]=2)[CH2:8][CH2:7]1.[OH-].[Li+].Cl. The catalyst is C1COCC1.O. The product is [F:1][C:2]1[CH:3]=[C:4]([CH:28]=[CH:29][CH:30]=1)[CH2:5][N:6]1[CH2:11][CH2:10][CH:9]([CH2:12][O:13][C:14]2[C:23]([CH:24]3[CH2:26][CH2:25]3)=[CH:22][C:17]([C:18]([OH:20])=[O:19])=[C:16]([F:27])[CH:15]=2)[CH2:8][CH2:7]1. The yield is 0.640.